From a dataset of Forward reaction prediction with 1.9M reactions from USPTO patents (1976-2016). Predict the product of the given reaction. (1) The product is: [CH2:36]([C:33]1[CH:32]=[N:31][C:30]([N:26]2[CH2:25][CH2:24][CH:23]([S:22][C:21]3[N:20]=[CH:19][N:18]=[C:17]4[N:13]([C:4]5[CH:5]=[CH:6][C:7]([S:9]([CH3:12])(=[O:11])=[O:10])=[CH:8][C:3]=5[F:2])[N:14]=[CH:15][C:16]=34)[CH2:28][CH2:27]2)=[N:35][CH:34]=1)[CH3:37]. Given the reactants Cl.[F:2][C:3]1[CH:8]=[C:7]([S:9]([CH3:12])(=[O:11])=[O:10])[CH:6]=[CH:5][C:4]=1[N:13]1[C:17]2=[N:18][CH:19]=[N:20][C:21]([S:22][CH:23]3[CH2:28][CH2:27][NH:26][CH2:25][CH2:24]3)=[C:16]2[CH:15]=[N:14]1.Cl[C:30]1[N:35]=[CH:34][C:33]([CH2:36][CH3:37])=[CH:32][N:31]=1.C(N(CC)CC)C, predict the reaction product. (2) Given the reactants [CH2:1]([N:8]1[CH2:19][CH2:18][C:11]2[N:12]=[C:13]([Cl:17])[N:14]=[C:15](Cl)[C:10]=2[CH2:9]1)[C:2]1[CH:7]=[CH:6][CH:5]=[CH:4][CH:3]=1.[Cl-].[CH3:21][O:22][C@@H:23]1[CH2:28][CH2:27][NH2+:26][CH2:25][C:24]1([CH3:30])[CH3:29], predict the reaction product. The product is: [CH2:1]([N:8]1[CH2:19][CH2:18][C:11]2[N:12]=[C:13]([Cl:17])[N:14]=[C:15]([N:26]3[CH2:27][CH2:28][C@@H:23]([O:22][CH3:21])[C:24]([CH3:30])([CH3:29])[CH2:25]3)[C:10]=2[CH2:9]1)[C:2]1[CH:7]=[CH:6][CH:5]=[CH:4][CH:3]=1. (3) Given the reactants [C:1]([C:5]1[C:6](=[O:21])[N:7]([CH2:17][C:18]([OH:20])=O)[C:8]2[C:13]([N:14]=1)=[CH:12][CH:11]=[C:10]([O:15][CH3:16])[CH:9]=2)([CH3:4])([CH3:3])[CH3:2], predict the reaction product. The product is: [C:1]([C:5]1[C:6](=[O:21])[N:7]([CH2:17][C:18]([N:7]([CH2:6][CH2:5][C:1]([CH3:4])([CH3:3])[CH3:2])[CH2:8][CH2:9][CH3:10])=[O:20])[C:8]2[C:13]([N:14]=1)=[CH:12][CH:11]=[C:10]([O:15][CH3:16])[CH:9]=2)([CH3:4])([CH3:2])[CH3:3]. (4) Given the reactants [OH:1][C:2]1[CH:11]=[C:10]2[C:5]([CH2:6][CH2:7][C:8](=[O:12])[NH:9]2)=[CH:4][CH:3]=1.C([O-])([O-])=O.[Cs+].[Cs+].Br[C:20]1[CH:40]=[CH:39][C:23]([CH2:24][N:25]2[CH2:30][CH2:29][N:28]([C:31]3[CH:36]=[CH:35][CH:34]=[C:33]([Cl:37])[C:32]=3[Cl:38])[CH2:27][CH2:26]2)=[CH:22][CH:21]=1.CC(C(CC(C(C)(C)C)=O)=O)(C)C, predict the reaction product. The product is: [Cl:38][C:32]1[C:33]([Cl:37])=[CH:34][CH:35]=[CH:36][C:31]=1[N:28]1[CH2:27][CH2:26][N:25]([CH2:24][C:23]2[CH:39]=[CH:40][C:20]([O:1][C:2]3[CH:11]=[C:10]4[C:5]([CH2:6][CH2:7][C:8](=[O:12])[NH:9]4)=[CH:4][CH:3]=3)=[CH:21][CH:22]=2)[CH2:30][CH2:29]1. (5) The product is: [C:1]([N:8]([CH2:13][C:14]([OH:16])=[O:15])[CH2:9][C:10]([OH:12])=[O:11])(=[O:3])[CH3:2]. Given the reactants [C:1](N)(=[O:3])[CH3:2].C=O.O.[NH:8]([CH2:13][C:14]([OH:16])=[O:15])[CH2:9][C:10]([OH:12])=[O:11].C(NCC(O)=O)(=O)C, predict the reaction product. (6) The product is: [N:21]1([CH2:20][CH2:19][O:18][C:11]2[C:12]3[C:17](=[CH:16][CH:15]=[CH:14][CH:13]=3)[C:8]([NH:7][C:5](=[O:6])[C:4]3[CH:27]=[CH:28][CH:29]=[C:2]([C:31]4[CH:36]=[CH:35][N:34]=[CH:33][CH:32]=4)[CH:3]=3)=[CH:9][CH:10]=2)[CH2:26][CH2:25][O:24][CH2:23][CH2:22]1. Given the reactants Br[C:2]1[CH:3]=[C:4]([CH:27]=[CH:28][CH:29]=1)[C:5]([NH:7][C:8]1[C:17]2[C:12](=[CH:13][CH:14]=[CH:15][CH:16]=2)[C:11]([O:18][CH2:19][CH2:20][N:21]2[CH2:26][CH2:25][O:24][CH2:23][CH2:22]2)=[CH:10][CH:9]=1)=[O:6].B(O)(O)[C:31]1[CH:36]=[CH:35][N:34]=[CH:33][CH:32]=1, predict the reaction product. (7) Given the reactants [CH3:1][C:2]1[N:3]=[CH:4][C:5]([NH:8][C:9](=[O:15])OC(C)(C)C)=[N:6][CH:7]=1.C(=O)([O-])[O-].[Na+].[Na+].C(=O)([O-])[O-].[Cs+].[Cs+].[Br:28][CH2:29]C(Br)=O, predict the reaction product. The product is: [Br:28][CH2:29][C:9]([NH:8][C:5]1[CH:4]=[N:3][C:2]([CH3:1])=[CH:7][N:6]=1)=[O:15].